From a dataset of Reaction yield outcomes from USPTO patents with 853,638 reactions. Predict the reaction yield, written as a fraction of the theoretical maximum amount of product (1.0 means a 100% yield; for example, 0.34 means a 34% yield). (1) The reactants are Br[C:2]1[CH:3]=[C:4]([C:9]2([C:19]3[CH:24]=[CH:23][C:22]([O:25][C:26]([F:29])([F:28])[F:27])=[CH:21][CH:20]=3)[C:13]3=[N:14][CH2:15][CH2:16][CH2:17][N:12]3[C:11]([NH2:18])=[N:10]2)[CH:5]=[CH:6][C:7]=1[F:8].[F:30][C:31]1[CH:32]=[N:33][CH:34]=C([Sn](CCCC)(CCCC)CCCC)[CH:36]=1.C[N:51](C=O)C. The catalyst is Cl[Pd](Cl)([P](C1C=CC=CC=1)(C1C=CC=CC=1)C1C=CC=CC=1)[P](C1C=CC=CC=1)(C1C=CC=CC=1)C1C=CC=CC=1. The product is [F:8][C:7]1[CH:6]=[CH:5][C:4]([C:9]2([C:19]3[CH:24]=[CH:23][C:22]([O:25][C:26]([F:29])([F:28])[F:27])=[CH:21][CH:20]=3)[C:13]3=[N:14][CH2:15][CH2:16][CH2:17][N:12]3[C:11]([NH2:18])=[N:10]2)=[CH:3][C:2]=1[N:33]1[CH:32]=[C:31]([F:30])[CH:36]=[N:51][CH2:34]1. The yield is 0.560. (2) The reactants are [CH:1]12[N:7]([C:8]([O:10][CH2:11][C:12]3[CH:17]=[CH:16][CH:15]=[CH:14][CH:13]=3)=[O:9])[CH:6]1[CH2:5][CH2:4][CH2:3][CH2:2]2.[CH3:18][C@:19]1([NH2:34])[CH2:24][CH2:23][CH2:22][N:21]([C:25]2[CH:30]=[CH:29][C:28]([N+:31]([O-:33])=[O:32])=[CH:27][CH:26]=2)[CH2:20]1.FC(F)(F)S([N-]S(C(F)(F)F)(=O)=O)(=O)=O.[Li+].C([O-])(O)=O.[Na+]. The catalyst is C(Cl)Cl. The product is [CH3:18][C@:19]1([NH:34][C@@H:1]2[CH2:2][CH2:3][CH2:4][CH2:5][C@H:6]2[NH:7][C:8](=[O:9])[O:10][CH2:11][C:12]2[CH:13]=[CH:14][CH:15]=[CH:16][CH:17]=2)[CH2:24][CH2:23][CH2:22][N:21]([C:25]2[CH:30]=[CH:29][C:28]([N+:31]([O-:33])=[O:32])=[CH:27][CH:26]=2)[CH2:20]1. The yield is 0.162. (3) The reactants are [I:1][CH2:2][CH:3]1[CH2:7][CH2:6][CH2:5][CH2:4]1.[C:8]1([P:14]([C:21]2[CH:26]=[CH:25][CH:24]=[CH:23][CH:22]=2)[C:15]2[CH:20]=[CH:19][CH:18]=[CH:17][CH:16]=2)[CH:13]=[CH:12][CH:11]=[CH:10][CH:9]=1. The catalyst is C(#N)C. The product is [I-:1].[CH:3]1([CH2:2][P+:14]([C:15]2[CH:16]=[CH:17][CH:18]=[CH:19][CH:20]=2)([C:21]2[CH:26]=[CH:25][CH:24]=[CH:23][CH:22]=2)[C:8]2[CH:9]=[CH:10][CH:11]=[CH:12][CH:13]=2)[CH2:7][CH2:6][CH2:5][CH2:4]1. The yield is 0.860. (4) The reactants are CO[C:3](=[O:28])[CH:4]([N:8]1[C:14](=[O:15])[CH2:13][CH2:12][N:11]([C:16](=[O:27])/[CH:17]=[CH:18]/[C:19]2[CH:24]=[CH:23][C:22]([Cl:25])=[C:21]([Cl:26])[CH:20]=2)[CH2:10][CH2:9]1)[CH2:5][CH2:6][OH:7].ClC1C=C(/C=C/[C:39]([N:41]2CCC(=O)N(C3CCOC3=O)C[CH2:42]2)=O)C=CC=1Cl.N1CCCCC1. The catalyst is CCO. The product is [Cl:26][C:21]1[CH:20]=[C:19](/[CH:18]=[CH:17]/[C:16]([N:11]2[CH2:12][CH2:13][C:14](=[O:15])[N:8]([CH:4]([CH2:5][CH2:6][OH:7])[C:3]([N:41]([CH3:42])[CH3:39])=[O:28])[CH2:9][CH2:10]2)=[O:27])[CH:24]=[CH:23][C:22]=1[Cl:25]. The yield is 0.430. (5) The reactants are ClC(OC(Cl)=O)C.C([N:15]([CH2:34][CH2:35][CH2:36][C:37]1[CH:42]=[CH:41][CH:40]=[CH:39][CH:38]=1)[CH2:16][CH2:17][C:18]1[CH:33]=[CH:32][C:21]([O:22][C:23]2[CH:31]=[CH:30][C:26]([C:27]([NH2:29])=[O:28])=[CH:25][N:24]=2)=[CH:20][CH:19]=1)C1C=CC=CC=1.ClCCCl.N. The catalyst is CO. The product is [C:37]1([CH2:36][CH2:35][CH2:34][NH:15][CH2:16][CH2:17][C:18]2[CH:19]=[CH:20][C:21]([O:22][C:23]3[CH:31]=[CH:30][C:26]([C:27]([NH2:29])=[O:28])=[CH:25][N:24]=3)=[CH:32][CH:33]=2)[CH:38]=[CH:39][CH:40]=[CH:41][CH:42]=1. The yield is 0.670.